Dataset: Forward reaction prediction with 1.9M reactions from USPTO patents (1976-2016). Task: Predict the product of the given reaction. Given the reactants C([O:3][C:4](=[O:26])/[C:5](/[C:13]1[S:17][C:16]([NH:18][C:19]([O:21][C:22]([CH3:25])([CH3:24])[CH3:23])=[O:20])=[N:15][CH:14]=1)=[CH:6]\[C:7]1[CH:12]=[CH:11][N:10]=[CH:9][CH:8]=1)C.O.[OH-].[Li+], predict the reaction product. The product is: [C:22]([O:21][C:19]([NH:18][C:16]1[S:17][C:13](/[C:5](=[CH:6]/[C:7]2[CH:8]=[CH:9][N:10]=[CH:11][CH:12]=2)/[C:4]([OH:26])=[O:3])=[CH:14][N:15]=1)=[O:20])([CH3:25])([CH3:23])[CH3:24].